This data is from Reaction yield outcomes from USPTO patents with 853,638 reactions. The task is: Predict the reaction yield, written as a fraction of the theoretical maximum amount of product (1.0 means a 100% yield; for example, 0.34 means a 34% yield). (1) The reactants are [S:1]1[CH:5]=[CH:4][CH:3]=[C:2]1[C:6](Cl)=[O:7].[CH2:9]([N:16]1[C:25]2[C:20](=[CH:21][CH:22]=[CH:23][N:24]=2)[C:19]([N:26]2[CH2:31][CH2:30][NH:29][CH2:28][CH2:27]2)=[C:18]([C:32]#[N:33])[C:17]1=[O:34])[C:10]1[CH:15]=[CH:14][CH:13]=[CH:12][CH:11]=1. The catalyst is N1C=CC=CC=1. The product is [CH2:9]([N:16]1[C:25]2[C:20](=[CH:21][CH:22]=[CH:23][N:24]=2)[C:19]([N:26]2[CH2:31][CH2:30][N:29]([C:6]([C:2]3[S:1][CH:5]=[CH:4][CH:3]=3)=[O:7])[CH2:28][CH2:27]2)=[C:18]([C:32]#[N:33])[C:17]1=[O:34])[C:10]1[CH:15]=[CH:14][CH:13]=[CH:12][CH:11]=1. The yield is 0.450. (2) The reactants are [C:1]1([C:7]2[C:16]3[C:11](=[CH:12][CH:13]=[CH:14][CH:15]=3)[N:10]=[C:9]([NH:17][C:18]3[CH:26]=[CH:25][C:21]([C:22](Cl)=[O:23])=[CH:20][CH:19]=3)[N:8]=2)[CH:6]=[CH:5][CH:4]=[CH:3][CH:2]=1.CCN(C(C)C)C(C)C.[Br:36][C:37]1[CH:38]=[CH:39][C:40]([CH3:44])=[C:41]([CH:43]=1)[NH2:42]. The catalyst is O1CCCC1. The product is [Br:36][C:37]1[CH:38]=[CH:39][C:40]([CH3:44])=[C:41]([NH:42][C:22](=[O:23])[C:21]2[CH:20]=[CH:19][C:18]([NH:17][C:9]3[N:8]=[C:7]([C:1]4[CH:2]=[CH:3][CH:4]=[CH:5][CH:6]=4)[C:16]4[C:11](=[CH:12][CH:13]=[CH:14][CH:15]=4)[N:10]=3)=[CH:26][CH:25]=2)[CH:43]=1. The yield is 0.700. (3) The reactants are Br[C:2]1[S:6][C:5]([C:7]2[CH:8]=[CH:9][C:10]([F:15])=[C:11]([CH:14]=2)[C:12]#[N:13])=[N:4][N:3]=1.CC1(C)C(C)(C)OB([C:24]2[CH:32]=[CH:31][CH:30]=[C:29]3[C:25]=2[CH2:26][CH2:27][C@@H:28]3[NH:33][C:34](=[O:40])[O:35][C:36]([CH3:39])([CH3:38])[CH3:37])O1.C(=O)([O-])[O-].[K+].[K+].N#N. The catalyst is COCCOC.O.C1C=CC([P]([Pd]([P](C2C=CC=CC=2)(C2C=CC=CC=2)C2C=CC=CC=2)([P](C2C=CC=CC=2)(C2C=CC=CC=2)C2C=CC=CC=2)[P](C2C=CC=CC=2)(C2C=CC=CC=2)C2C=CC=CC=2)(C2C=CC=CC=2)C2C=CC=CC=2)=CC=1. The product is [C:12]([C:11]1[CH:14]=[C:7]([C:5]2[S:6][C:2]([C:24]3[CH:32]=[CH:31][CH:30]=[C:29]4[C:25]=3[CH2:26][CH2:27][C@@H:28]4[NH:33][C:34](=[O:40])[O:35][C:36]([CH3:38])([CH3:37])[CH3:39])=[N:3][N:4]=2)[CH:8]=[CH:9][C:10]=1[F:15])#[N:13]. The yield is 1.00. (4) The reactants are [N:1]1[CH:6]=[CH:5][CH:4]=[C:3]([CH:7]=O)[CH:2]=1.[NH2:9][C:10]1[S:11][C:12]([S:15]([C:18]2[CH:23]=[CH:22][C:21]([N+:24]([O-:26])=[O:25])=[CH:20][CH:19]=2)(=[O:17])=[O:16])=[CH:13][N:14]=1.C([O:29][C:30](=O)[C:31]([OH:42])=[CH:32][C:33](=[O:41])[C:34]1[CH:39]=[CH:38][C:37]([CH3:40])=[CH:36][CH:35]=1)C. No catalyst specified. The product is [OH:42][C:31]1[C:30](=[O:29])[N:9]([C:10]2[S:11][C:12]([S:15]([C:18]3[CH:19]=[CH:20][C:21]([N+:24]([O-:26])=[O:25])=[CH:22][CH:23]=3)(=[O:16])=[O:17])=[CH:13][N:14]=2)[CH:7]([C:3]2[CH:2]=[N:1][CH:6]=[CH:5][CH:4]=2)[C:32]=1[C:33](=[O:41])[C:34]1[CH:39]=[CH:38][C:37]([CH3:40])=[CH:36][CH:35]=1. The yield is 0.300. (5) The reactants are Br[C:2]1[CH:7]=[C:6]([CH3:8])[CH:5]=[CH:4][C:3]=1[NH:9][C:10](=[O:28])[O:11][CH2:12][CH2:13][CH2:14][CH2:15][CH2:16][CH2:17][CH2:18][CH2:19][CH2:20][CH2:21][CH2:22][CH2:23][CH2:24][CH2:25][CH2:26][CH3:27].O=O.[C:31](=O)([O-:33])[O-:32].[K+].[K+]. The catalyst is O.Cl[Pd](Cl)([P](C1C=CC=CC=1)(C1C=CC=CC=1)C1C=CC=CC=1)[P](C1C=CC=CC=1)(C1C=CC=CC=1)C1C=CC=CC=1.C1(P(C2C=CC=CC=2)C2C=CC=CC=2)C=CC=CC=1. The product is [CH2:12]([O:11][C:10]([NH:9][C:3]1[CH:4]=[CH:5][C:6]([CH3:8])=[CH:7][C:2]=1[C:31]([OH:33])=[O:32])=[O:28])[CH2:13][CH2:14][CH2:15][CH2:16][CH2:17][CH2:18][CH2:19][CH2:20][CH2:21][CH2:22][CH2:23][CH2:24][CH2:25][CH2:26][CH3:27]. The yield is 0.770. (6) The reactants are BrCCO[Si](C(C)(C)C)(C)C.C([O-])([O-])=O.[Na+].[Na+].[Si]([O:25][CH2:26][CH2:27][N:28]([C:33]1[C:52]([C:53]2[CH:54]=[C:55]([CH:61]=[CH:62][CH:63]=2)[C:56]([O:58]CC)=[O:57])=[CH:51][C:36]2[C:37]([C:47](=[O:50])[NH:48][CH3:49])=[C:38]([C:40]3[CH:45]=[CH:44][C:43]([F:46])=[CH:42][CH:41]=3)[O:39][C:35]=2[CH:34]=1)[S:29]([CH3:32])(=[O:31])=[O:30])(C(C)(C)C)(C)C.[OH-].[Na+]. The catalyst is CN(C=O)C.CCOC(C)=O. The product is [F:46][C:43]1[CH:44]=[CH:45][C:40]([C:38]2[O:39][C:35]3[CH:34]=[C:33]([N:28]([CH2:27][CH2:26][OH:25])[S:29]([CH3:32])(=[O:31])=[O:30])[C:52]([C:53]4[CH:54]=[C:55]([CH:61]=[CH:62][CH:63]=4)[C:56]([OH:58])=[O:57])=[CH:51][C:36]=3[C:37]=2[C:47](=[O:50])[NH:48][CH3:49])=[CH:41][CH:42]=1. The yield is 0.970.